Dataset: Full USPTO retrosynthesis dataset with 1.9M reactions from patents (1976-2016). Task: Predict the reactants needed to synthesize the given product. (1) Given the product [F:50][C:49]([F:52])([F:51])[CH2:48][N:12]1[CH2:17][CH2:16][CH2:15][CH2:14][CH:13]1[CH2:18][NH:19][C:20]([NH:22][C:23]1[N:24]=[C:25]2[CH:31]=[CH:30][N:29]([CH2:32][O:33][CH2:34][CH2:35][Si:36]([CH3:39])([CH3:38])[CH3:37])[C:26]2=[N:27][CH:28]=1)=[O:21], predict the reactants needed to synthesize it. The reactants are: CCN(C(C)C)C(C)C.Cl.Cl.[NH:12]1[CH2:17][CH2:16][CH2:15][CH2:14][CH:13]1[CH2:18][NH:19][C:20]([NH:22][C:23]1[N:24]=[C:25]2[CH:31]=[CH:30][N:29]([CH2:32][O:33][CH2:34][CH2:35][Si:36]([CH3:39])([CH3:38])[CH3:37])[C:26]2=[N:27][CH:28]=1)=[O:21].O([CH2:48][C:49]([F:52])([F:51])[F:50])S(C(F)(F)F)(=O)=O. (2) Given the product [CH2:15]([O:8][C:7]1[C:2]([Br:1])=[N:3][CH:4]=[CH:5][CH:6]=1)[C:16]1[CH:21]=[CH:20][CH:19]=[CH:18][CH:17]=1, predict the reactants needed to synthesize it. The reactants are: [Br:1][C:2]1[C:7]([OH:8])=[CH:6][CH:5]=[CH:4][N:3]=1.C(=O)([O-])[O-].[K+].[K+].[CH2:15](Br)[C:16]1[CH:21]=[CH:20][CH:19]=[CH:18][CH:17]=1. (3) The reactants are: Cl[C:2]1[S:6][C:5]([C:7]#[N:8])=[N:4][N:3]=1.[C:9]([O:13][C:14]([N:16]1[CH2:21][CH2:20][CH:19]([NH2:22])[CH2:18][CH2:17]1)=[O:15])([CH3:12])([CH3:11])[CH3:10].C(N(C(C)C)CC)(C)C. Given the product [C:9]([O:13][C:14]([N:16]1[CH2:21][CH2:20][CH:19]([NH:22][C:2]2[S:6][C:5]([C:7]#[N:8])=[N:4][N:3]=2)[CH2:18][CH2:17]1)=[O:15])([CH3:12])([CH3:10])[CH3:11], predict the reactants needed to synthesize it. (4) Given the product [CH3:1][O:2][C:3](=[O:19])[C:4]1[CH:5]=[C:6]([N:18]2[CH:24]=[N:22][N:21]=[N:20]2)[CH:7]=[C:8]([C:10]2[C:15]([O:16][CH3:17])=[CH:14][CH:13]=[CH:12][N:11]=2)[CH:9]=1, predict the reactants needed to synthesize it. The reactants are: [CH3:1][O:2][C:3](=[O:19])[C:4]1[CH:9]=[C:8]([C:10]2[C:15]([O:16][CH3:17])=[CH:14][CH:13]=[CH:12][N:11]=2)[CH:7]=[C:6]([NH2:18])[CH:5]=1.[N-:20]=[N+:21]=[N-:22].[Na+].[CH3:24]C(O)=O. (5) Given the product [F:44][C:45]([F:50])([F:49])[C:46]([OH:48])=[O:47].[C:1]([S:4][CH:5]1[CH2:10][CH2:9][NH:8][CH2:7]/[C:6]/1=[CH:30]\[C:31]1[N:35]([CH2:36][CH2:37][CH2:38][C:39]([O:41][CH2:42][CH3:43])=[O:40])[N:34]=[N:33][CH:32]=1)(=[O:3])[CH3:2], predict the reactants needed to synthesize it. The reactants are: [C:1]([S:4][CH:5]1[CH2:10][CH2:9][N:8](C(C2C=CC=CC=2)(C2C=CC=CC=2)C2C=CC=CC=2)[CH2:7]/[C:6]/1=[CH:30]\[C:31]1[N:35]([CH2:36][CH2:37][CH2:38][C:39]([O:41][CH2:42][CH3:43])=[O:40])[N:34]=[N:33][CH:32]=1)(=[O:3])[CH3:2].[F:44][C:45]([F:50])([F:49])[C:46]([OH:48])=[O:47].